Dataset: Full USPTO retrosynthesis dataset with 1.9M reactions from patents (1976-2016). Task: Predict the reactants needed to synthesize the given product. (1) Given the product [Br:35][C:10]1[CH:11]=[C:12]([CH:29]=[C:30]([C:31]([F:34])([F:33])[F:32])[C:9]=1[CH2:8][N:4]1[CH2:5][CH2:6][CH2:7][C@H:2]([NH:1][C:39](=[O:40])[CH2:38][NH:37][CH3:36])[CH2:3]1)[C:13]([NH:15][CH2:16][C:17]1[CH:22]=[C:21]([Cl:23])[CH:20]=[CH:19][C:18]=1[S:24]([CH2:27][CH3:28])(=[O:26])=[O:25])=[O:14], predict the reactants needed to synthesize it. The reactants are: [NH2:1][C@H:2]1[CH2:7][CH2:6][CH2:5][N:4]([CH2:8][C:9]2[C:30]([C:31]([F:34])([F:33])[F:32])=[CH:29][C:12]([C:13]([NH:15][CH2:16][C:17]3[CH:22]=[C:21]([Cl:23])[CH:20]=[CH:19][C:18]=3[S:24]([CH2:27][CH3:28])(=[O:26])=[O:25])=[O:14])=[CH:11][C:10]=2[Br:35])[CH2:3]1.[CH3:36][N:37](C(OC(C)(C)C)=O)[CH2:38][C:39](O)=[O:40]. (2) Given the product [CH3:1][C:2]1[O:6][N:5]=[C:4]([C:7]2[CH:12]=[CH:11][CH:10]=[CH:9][CH:8]=2)[C:3]=1[CH2:13][O:14][C:16]1[CH:21]=[CH:20][C:19]([N+:22]([O-:24])=[O:23])=[CH:18][N:17]=1, predict the reactants needed to synthesize it. The reactants are: [CH3:1][C:2]1[O:6][N:5]=[C:4]([C:7]2[CH:12]=[CH:11][CH:10]=[CH:9][CH:8]=2)[C:3]=1[CH2:13][OH:14].O[C:16]1[CH:21]=[CH:20][C:19]([N+:22]([O-:24])=[O:23])=[CH:18][N:17]=1. (3) Given the product [NH2:73][C@H:74]1[CH2:79][CH2:78][C@H:77]([NH:80][C:23]2[CH:22]=[C:21]([N:8]([C:9]3[CH:14]=[CH:13][C:12]([C:15]4[CH:16]=[CH:17][CH:18]=[CH:19][CH:20]=4)=[CH:11][CH:10]=3)[C:6]([O:5][C:1]([CH3:3])([CH3:4])[CH3:2])=[O:7])[N:26]3[N:27]=[CH:28][CH:29]=[C:25]3[C:24]=2[C:30]#[N:31])[CH2:76][CH2:75]1, predict the reactants needed to synthesize it. The reactants are: [C:1]([O:5][C:6]([N:8]([C:21]1[N:26]2[N:27]=[CH:28][CH:29]=[C:25]2[C:24]([C:30]#[N:31])=[C:23](O)[CH:22]=1)[C:9]1[CH:14]=[CH:13][C:12]([C:15]2[CH:20]=[CH:19][CH:18]=[CH:17][CH:16]=2)=[CH:11][CH:10]=1)=[O:7])([CH3:4])([CH3:3])[CH3:2].C(N(CC)CC)C.F[P-](F)(F)(F)(F)F.N1(O[P+](N2CCCC2)(N2CCCC2)N2CCCC2)C2C=CC=CC=2N=N1.[NH2:73][C@H:74]1[CH2:79][CH2:78][C@H:77]([NH2:80])[CH2:76][CH2:75]1. (4) Given the product [Br:13][CH2:14][CH2:15][CH2:16][O:1][C:2]1[CH:11]=[C:10]2[C:5]([CH2:6][CH2:7][C:8](=[O:12])[NH:9]2)=[CH:4][CH:3]=1, predict the reactants needed to synthesize it. The reactants are: [OH:1][C:2]1[CH:11]=[C:10]2[C:5]([CH2:6][CH2:7][C:8](=[O:12])[NH:9]2)=[CH:4][CH:3]=1.[Br:13][CH2:14][CH2:15][CH2:16]Br.C([O-])([O-])=O.[K+].[K+]. (5) Given the product [CH2:14]([O:13][C:11](=[O:12])[CH2:10][C:3]1[C:4]2[C:9](=[CH:8][CH:7]=[CH:6][CH:5]=2)[N:1]([C:16]([O:17][C:18]([CH3:21])([CH3:20])[CH3:19])=[O:22])[CH:2]=1)[CH3:15], predict the reactants needed to synthesize it. The reactants are: [NH:1]1[C:9]2[C:4](=[CH:5][CH:6]=[CH:7][CH:8]=2)[C:3]([CH2:10][C:11]([O:13][CH2:14][CH3:15])=[O:12])=[CH:2]1.[C:16](=O)([O:22]C(C)(C)C)[O:17][C:18]([CH3:21])([CH3:20])[CH3:19].CCN(CC)CC. (6) Given the product [CH:5]1[C:6]([C@H:7]2[C@H:12]([CH2:13][O:14][C:15]3[CH:16]=[CH:17][C:18]4[O:23][CH2:22][O:21][C:19]=4[CH:20]=3)[CH2:11][NH:10][CH2:9][CH2:8]2)=[CH:1][CH:2]=[C:3]([F:24])[CH:4]=1.[ClH:25], predict the reactants needed to synthesize it. The reactants are: [CH:1]1[C:6]([C@H:7]2[C@H:12]([CH2:13][O:14][C:15]3[CH:16]=[CH:17][C:18]4[O:23][CH2:22][O:21][C:19]=4[CH:20]=3)[CH2:11][NH:10][CH2:9][CH2:8]2)=[CH:5][CH:4]=[C:3]([F:24])[CH:2]=1.[ClH:25].O. (7) Given the product [CH:1]1([CH2:6][CH:7]([C:13]2[CH:18]=[CH:17][C:16]([S:19]([CH:22]3[CH2:24][CH2:23]3)(=[O:20])=[O:21])=[CH:15][CH:14]=2)[C:8]([O:10][CH2:11][CH3:12])=[O:9])[CH2:2][CH2:3][CH2:4][CH2:5]1, predict the reactants needed to synthesize it. The reactants are: [CH:1]1([CH:6]=[C:7]([C:13]2[CH:18]=[CH:17][C:16]([S:19]([CH:22]3[CH2:24][CH2:23]3)(=[O:21])=[O:20])=[CH:15][CH:14]=2)[C:8]([O:10][CH2:11][CH3:12])=[O:9])[CH2:5][CH2:4][CH2:3][CH2:2]1.